Dataset: Forward reaction prediction with 1.9M reactions from USPTO patents (1976-2016). Task: Predict the product of the given reaction. (1) Given the reactants [C:1]([O:5][C:6]([NH:8][C@H:9]([C:27]([O:29][C:30]([CH3:33])([CH3:32])[CH3:31])=[O:28])[CH2:10][C@H:11]([CH2:19][C:20]1[CH:25]=[CH:24][C:23]([OH:26])=[CH:22][CH:21]=1)[C:12]([O:14][C:15]([CH3:18])([CH3:17])[CH3:16])=[O:13])=[O:7])([CH3:4])([CH3:3])[CH3:2].C(=O)([O-])[O-].[K+].[K+].[CH3:40][C:41]1[CH:46]=[CH:45][C:44]([S:47]([O:50][CH2:51][C:52]2([CH2:64]OS(C3C=CC(C)=CC=3)(=O)=O)[CH2:57][O:56][CH:55]([C:58]3[CH:63]=[CH:62][CH:61]=[CH:60][CH:59]=3)[O:54][CH2:53]2)(=[O:49])=[O:48])=[CH:43][CH:42]=1, predict the reaction product. The product is: [C:1]([O:5][C:6]([NH:8][C@H:9]([C:27]([O:29][C:30]([CH3:33])([CH3:32])[CH3:31])=[O:28])[CH2:10][C@H:11]([CH2:19][C:20]1[CH:25]=[CH:24][C:23]([O:26][CH2:64][C:52]2([CH2:51][O:50][S:47]([C:44]3[CH:43]=[CH:42][C:41]([CH3:40])=[CH:46][CH:45]=3)(=[O:48])=[O:49])[CH2:57][O:56][CH:55]([C:58]3[CH:59]=[CH:60][CH:61]=[CH:62][CH:63]=3)[O:54][CH2:53]2)=[CH:22][CH:21]=1)[C:12]([O:14][C:15]([CH3:16])([CH3:18])[CH3:17])=[O:13])=[O:7])([CH3:2])([CH3:3])[CH3:4]. (2) Given the reactants Cl[C:2]1[C:3]2[CH:10]=[CH:9][N:8]([CH:11]3[CH2:15][CH:14]([CH2:16][OH:17])[CH:13]=[CH:12]3)[C:4]=2[N:5]=[CH:6][N:7]=1.[NH3:18], predict the reaction product. The product is: [NH2:18][C:2]1[C:3]2[CH:10]=[CH:9][N:8]([CH:11]3[CH2:15][CH:14]([CH2:16][OH:17])[CH:13]=[CH:12]3)[C:4]=2[N:5]=[CH:6][N:7]=1. (3) The product is: [CH3:18][CH:17]1[CH2:16][CH2:15][N:14]([C:19](=[O:21])[CH3:20])[CH2:13][CH:12]1[N:2]([CH3:1])[C:3]1[C:4]2[CH:11]=[CH:10][NH:9][C:5]=2[N:6]=[CH:7][N:8]=1. Given the reactants [CH3:1][N:2]([CH:12]1[CH:17]([CH3:18])[CH2:16][CH2:15][NH:14][CH2:13]1)[C:3]1[C:4]2[CH:11]=[CH:10][NH:9][C:5]=2[N:6]=[CH:7][N:8]=1.[C:19](Cl)(=[O:21])[CH3:20], predict the reaction product. (4) Given the reactants [CH3:1][C:2]1[C:22]([O:23][CH2:24][CH2:25][CH2:26][NH:27][C:28]2[CH:33]=[CH:32][CH:31]=[CH:30][N:29]=2)=[CH:21][C:5]2[CH2:6][C:7]3[CH:20]=[CH:19][CH:18]=[CH:17][C:8]=3[CH:9]([CH2:11][C:12]([O:14]CC)=[O:13])[CH2:10][C:4]=2[CH:3]=1.N1C=CC=CC=1NCCCOC1C=CC2C[C@H](CC(OCC)=O)C3C=CC=CC=3CC=2C=1, predict the reaction product. The product is: [CH3:1][C:2]1[C:22]([O:23][CH2:24][CH2:25][CH2:26][NH:27][C:28]2[CH:33]=[CH:32][CH:31]=[CH:30][N:29]=2)=[CH:21][C:5]2[CH2:6][C:7]3[CH:20]=[CH:19][CH:18]=[CH:17][C:8]=3[CH:9]([CH2:11][C:12]([OH:14])=[O:13])[CH2:10][C:4]=2[CH:3]=1. (5) Given the reactants [CH2:1]([O:3][C:4](=[O:31])[C:5]([NH:9][C:10]([C:12]1[CH:21]=[C:20]([Cl:22])[C:19]2[C:14](=[CH:15][CH:16]=[CH:17][CH:18]=2)[C:13]=1[O:23][CH2:24][CH:25]1[CH2:30][CH2:29][NH:28][CH2:27][CH2:26]1)=[O:11])([CH3:8])[CH2:6][CH3:7])[CH3:2].[C:32](Cl)(=[O:34])[CH3:33].CCN(CC)CC, predict the reaction product. The product is: [CH2:1]([O:3][C:4](=[O:31])[C:5]([NH:9][C:10]([C:12]1[CH:21]=[C:20]([Cl:22])[C:19]2[C:14](=[CH:15][CH:16]=[CH:17][CH:18]=2)[C:13]=1[O:23][CH2:24][CH:25]1[CH2:26][CH2:27][N:28]([C:32](=[O:34])[CH3:33])[CH2:29][CH2:30]1)=[O:11])([CH3:8])[CH2:6][CH3:7])[CH3:2]. (6) Given the reactants [N+:1]([C:4]1[CH:28]=[CH:27][C:26]([O:29][C:30]([F:33])([F:32])[F:31])=[CH:25][C:5]=1[C:6]([NH:8][CH2:9][C:10]([NH:12][C@@H:13]1[CH2:17][CH2:16][N:15](CC2C=CC=CC=2)[CH2:14]1)=[O:11])=[O:7])([O-])=O.[H][H].[N+]([O-])(O)=O, predict the reaction product. The product is: [NH2:1][C:4]1[CH:28]=[CH:27][C:26]([O:29][C:30]([F:33])([F:31])[F:32])=[CH:25][C:5]=1[C:6]([NH:8][CH2:9][C:10]([NH:12][C@@H:13]1[CH2:17][CH2:16][NH:15][CH2:14]1)=[O:11])=[O:7]. (7) Given the reactants [Na].[N+]([C:5]1[CH:9]=[C:8]([N+:10]([O-:12])=[O:11])[N:7](COCC[Si](C)(C)C)[N:6]=1)([O-])=O.[CH3:21][OH:22], predict the reaction product. The product is: [CH3:21][O:22][C:5]1[CH:9]=[C:8]([N+:10]([O-:12])=[O:11])[NH:7][N:6]=1. (8) Given the reactants [Br:1][C:2]1[CH:3]=[C:4]([CH:27]=[CH:28][CH:29]=1)[CH2:5][N:6]1[C:14]2[C:13](=[O:15])[NH:12][C:11](=[O:16])[N:10]([CH3:17])[C:9]=2[N:8]=[C:7]1[S:18][CH:19]([CH2:25][CH3:26])[C:20]([O:22][CH2:23][CH3:24])=[O:21].C(=O)([O-])[O-].[K+].[K+].Br[CH2:37][CH2:38][O:39][CH3:40].O, predict the reaction product. The product is: [Br:1][C:2]1[CH:3]=[C:4]([CH:27]=[CH:28][CH:29]=1)[CH2:5][N:6]1[C:14]2[C:13](=[O:15])[N:12]([CH2:37][CH2:38][O:39][CH3:40])[C:11](=[O:16])[N:10]([CH3:17])[C:9]=2[N:8]=[C:7]1[S:18][CH:19]([CH2:25][CH3:26])[C:20]([O:22][CH2:23][CH3:24])=[O:21]. (9) Given the reactants [N:1]1([C@@H:6]2[CH2:10][CH2:9][N:8]([C:11]3[CH:16]=[CH:15][C:14]([N:17]4[CH:26]=[CH:25][C:24]5[C:19](=[CH:20][CH:21]=[C:22]([OH:27])[CH:23]=5)[C:18]4=[O:28])=[CH:13][C:12]=3[F:29])[CH2:7]2)[CH2:5][CH2:4][CH2:3][CH2:2]1.O[CH2:31][C@@H:32]1[C@@H:36]([OH:37])[CH2:35][CH2:34][O:33]1, predict the reaction product. The product is: [N:1]1([C@@H:6]2[CH2:10][CH2:9][N:8]([C:11]3[CH:16]=[CH:15][C:14]([N:17]4[CH:26]=[CH:25][C:24]5[C:19](=[CH:20][CH:21]=[C:22]([O:27][CH2:31][C@@H:32]6[C@@H:36]([OH:37])[CH2:35][CH2:34][O:33]6)[CH:23]=5)[C:18]4=[O:28])=[CH:13][C:12]=3[F:29])[CH2:7]2)[CH2:2][CH2:3][CH2:4][CH2:5]1. (10) Given the reactants [F:1][C:2]1[CH:11]=[C:10]2[C:5]([N:6]=[CH:7][C:8](=[O:46])[N:9]2[CH2:12][CH:13]([NH:33]S(C2C=CC=CC=2[N+]([O-])=O)(=O)=O)[C@H:14]2[CH2:19][CH2:18][C@H:17]([NH:20][CH2:21][C:22]3[N:23]=[CH:24][C:25]4[O:26][CH2:27][C:28](=[O:32])[NH:29][C:30]=4[N:31]=3)[CH2:16][CH2:15]2)=[CH:4][CH:3]=1.C1(S)C=CC=CC=1.C(=O)([O-])[O-].[K+].[K+], predict the reaction product. The product is: [NH2:33][CH:13]([CH:14]1[CH2:15][CH2:16][CH:17]([NH:20][CH2:21][C:22]2[N:23]=[CH:24][C:25]3[O:26][CH2:27][C:28](=[O:32])[NH:29][C:30]=3[N:31]=2)[CH2:18][CH2:19]1)[CH2:12][N:9]1[C:10]2[C:5](=[CH:4][CH:3]=[C:2]([F:1])[CH:11]=2)[N:6]=[CH:7][C:8]1=[O:46].